Dataset: Catalyst prediction with 721,799 reactions and 888 catalyst types from USPTO. Task: Predict which catalyst facilitates the given reaction. (1) Reactant: [Br:1][C:2]1[C:7]([CH3:8])=[CH:6][C:5]([NH2:9])=[C:4]([F:10])[CH:3]=1.Br[CH2:12][C:13]1[CH:18]=[CH:17][CH:16]=[CH:15][CH:14]=1.C(=O)([O-])[O-].[K+].[K+]. Product: [CH2:12]([N:9]([CH2:8][C:7]1[CH:2]=[CH:3][CH:4]=[CH:5][CH:6]=1)[C:5]1[CH:6]=[C:7]([CH3:8])[C:2]([Br:1])=[CH:3][C:4]=1[F:10])[C:13]1[CH:18]=[CH:17][CH:16]=[CH:15][CH:14]=1. The catalyst class is: 10. (2) Reactant: O[C:2]([C:4](F)(F)F)=[O:3].[CH:8]([N:11]1[C:15]([C:16]2[S:17][C:18]3[CH2:19][CH2:20][O:21][C:22]4[CH:29]=[C:28]([CH:30]5[CH2:33][N:32]([CH2:34][C:35]([OH:37])=O)[CH2:31]5)[CH:27]=[CH:26][C:23]=4[C:24]=3[N:25]=2)=[N:14][CH:13]=[N:12]1)([CH3:10])[CH3:9].C[CH2:39][N:40]=C=NCCCN(C)C.[CH:49]1C=CC2N(O)N=NC=2C=1.NCC(C)(O)C.C(N(C(C)C)CC)(C)C.C(=O)(O)[O-].[Na+]. Product: [OH:3][C:2]([CH3:4])([CH3:49])[CH2:39][NH:40][C:35](=[O:37])[CH2:34][N:32]1[CH2:33][CH:30]([C:28]2[CH:27]=[CH:26][C:23]3[C:24]4[N:25]=[C:16]([C:15]5[N:11]([CH:8]([CH3:9])[CH3:10])[N:12]=[CH:13][N:14]=5)[S:17][C:18]=4[CH2:19][CH2:20][O:21][C:22]=3[CH:29]=2)[CH2:31]1. The catalyst class is: 1. (3) Reactant: [CH3:22][O:21][C:18]1[CH:19]=[CH:20][C:15]([CH2:14][CH2:13]C([CH2:13][CH2:14][C:15]2[CH:20]=[CH:19][C:18]([O:21][CH3:22])=[CH:17][CH:16]=2)=O)=[CH:16][CH:17]=1.[Cl-].[Cl-].[Cl-].[Al+3].BrBr.C(=O)([O-])[O-].[Na+].[Na+].[NH2:35][C:36]1[CH:41]=[C:40]([CH3:42])[CH:39]=[CH:38][N:37]=1. Product: [CH3:22][O:21][C:18]1[CH:17]=[CH:16][C:15]([C:14]2[N:35]=[C:36]3[CH:41]=[C:40]([CH3:42])[CH:39]=[CH:38][N:37]3[CH:13]=2)=[CH:20][CH:19]=1. The catalyst class is: 24.